From a dataset of Catalyst prediction with 721,799 reactions and 888 catalyst types from USPTO. Predict which catalyst facilitates the given reaction. (1) Product: [CH3:1][O:2][C:3]1[CH:4]=[C:5]([NH:9][C:10]2[N:19]=[CH:18][C:17]3[C:12](=[CH:13][C:14]([O:25][CH:26]4[CH2:31][CH2:30][NH:29][CH2:28][CH2:27]4)=[C:15]([C:20]4[S:21][CH:22]=[CH:23][N:24]=4)[CH:16]=3)[N:11]=2)[CH:6]=[CH:7][CH:8]=1. The catalyst class is: 137. Reactant: [CH3:1][O:2][C:3]1[CH:4]=[C:5]([NH:9][C:10]2[N:19]=[CH:18][C:17]3[C:12](=[CH:13][C:14]([O:25][CH:26]4[CH2:31][CH2:30][N:29](C(OC(C)(C)C)=O)[CH2:28][CH2:27]4)=[C:15]([C:20]4[S:21][CH:22]=[CH:23][N:24]=4)[CH:16]=3)[N:11]=2)[CH:6]=[CH:7][CH:8]=1. (2) Reactant: Cl[CH2:2][C:3]1[N:4]=[C:5]([C:8]2[CH:13]=[CH:12][C:11]([O:14][CH2:15][CH2:16][CH2:17]Cl)=[CH:10][CH:9]=2)[O:6][CH:7]=1.[I-].[Na+].C(=O)([O-])[O-].[K+].[K+].[CH3:27][CH:28]1[CH2:32][CH2:31][CH2:30][NH:29]1.[NH:33]1[CH2:38][CH2:37][CH2:36][CH2:35][CH2:34]1. Product: [CH3:27][CH:28]1[CH2:32][CH2:31][CH2:30][N:29]1[CH2:2][C:3]1[N:4]=[C:5]([C:8]2[CH:13]=[CH:12][C:11]([O:14][CH2:15][CH2:16][CH2:17][N:33]3[CH2:38][CH2:37][CH2:36][CH2:35][CH2:34]3)=[CH:10][CH:9]=2)[O:6][CH:7]=1. The catalyst class is: 10. (3) Reactant: [CH2:1]([O:3][CH2:4][CH2:5][CH:6]1[C:11](=[O:12])[NH:10][C:9](=[O:13])[NH:8][C:7]1=[O:14])[CH3:2].[OH-].[Na+].[Br:17]Br. Product: [Br:17][C:6]1([CH2:5][CH2:4][O:3][CH2:1][CH3:2])[C:7](=[O:14])[NH:8][C:9](=[O:13])[NH:10][C:11]1=[O:12]. The catalyst class is: 6.